This data is from Catalyst prediction with 721,799 reactions and 888 catalyst types from USPTO. The task is: Predict which catalyst facilitates the given reaction. Reactant: [CH:1]1([N:4]2[CH:13]=[CH:12][C:11]3[C:6](=[CH:7][CH:8]=[CH:9][C:10]=3[N+:14]([O-])=O)[C:5]2=[O:17])[CH2:3][CH2:2]1.C(O)C.[Cl-].[NH4+].O. Product: [NH2:14][C:10]1[CH:9]=[CH:8][CH:7]=[C:6]2[C:11]=1[CH:12]=[CH:13][N:4]([CH:1]1[CH2:3][CH2:2]1)[C:5]2=[O:17]. The catalyst class is: 292.